This data is from Reaction yield outcomes from USPTO patents with 853,638 reactions. The task is: Predict the reaction yield, written as a fraction of the theoretical maximum amount of product (1.0 means a 100% yield; for example, 0.34 means a 34% yield). (1) The reactants are [CH2:1]([O:3][C:4]([C@@:6]12[CH2:24][C@H:23]1[CH:22]=[CH:21][CH2:20][CH2:19][CH2:18][CH2:17][CH2:16][C@H:15]([NH:25][C:26]([O:28][C:29]([CH3:32])([CH3:31])[CH3:30])=[O:27])[C:14](=[O:33])[N:13]1[C@@H:9]([CH2:10][C@@H:11]([OH:34])[CH2:12]1)[C:8](=[O:35])[NH:7]2)=[O:5])[CH3:2].C1N=CN([C:41]([N:43]2[CH:47]=N[CH:45]=[CH:44]2)=[O:42])C=1.C(Cl)Cl.CO.C1[C:61]2[C:56](=[CH:57][CH:58]=C[CH:60]=2)CN1. The catalyst is C(Cl)Cl. The product is [CH2:1]([O:3][C:4]([C@@:6]12[CH2:24][C@H:23]1[CH:22]=[CH:21][CH2:20][CH2:19][CH2:18][CH2:17][CH2:16][C@H:15]([NH:25][C:26]([O:28][C:29]([CH3:31])([CH3:30])[CH3:32])=[O:27])[C:14](=[O:33])[N:13]1[C@@H:9]([CH2:10][C@@H:11]([O:34][C:41]([N:43]3[CH2:44][C:45]4[C:58](=[CH:57][CH:56]=[CH:61][CH:60]=4)[CH2:47]3)=[O:42])[CH2:12]1)[C:8](=[O:35])[NH:7]2)=[O:5])[CH3:2]. The yield is 0.900. (2) The reactants are [Cl:1][C:2]1[CH:7]=[CH:6][CH:5]=[CH:4][C:3]=1[N:8]1[C:12](OS(C(F)(F)F)(=O)=O)=[CH:11][C:10]([C:21]([O:23][CH2:24][CH3:25])=[O:22])=[N:9]1.[SH:26][CH2:27][CH2:28][C:29]([O:31][CH2:32][CH:33]([CH2:38][CH3:39])[CH2:34][CH2:35][CH2:36][CH3:37])=[O:30].C(N(C(C)C)C(C)C)C.C1(P(C2C=CC=CC=2)C2C3OC4C(=CC=CC=4P(C4C=CC=CC=4)C4C=CC=CC=4)C(C)(C)C=3C=CC=2)C=CC=CC=1. The catalyst is C1(C)C=CC=CC=1.C1C=CC(/C=C/C(/C=C/C2C=CC=CC=2)=O)=CC=1.C1C=CC(/C=C/C(/C=C/C2C=CC=CC=2)=O)=CC=1.C1C=CC(/C=C/C(/C=C/C2C=CC=CC=2)=O)=CC=1.[Pd].[Pd].O. The product is [Cl:1][C:2]1[CH:7]=[CH:6][CH:5]=[CH:4][C:3]=1[N:8]1[C:12]([S:26][CH2:27][CH2:28][C:29]([O:31][CH2:32][CH:33]([CH2:38][CH3:39])[CH2:34][CH2:35][CH2:36][CH3:37])=[O:30])=[CH:11][C:10]([C:21]([O:23][CH2:24][CH3:25])=[O:22])=[N:9]1. The yield is 0.860. (3) The reactants are [NH:1]1[CH2:6][CH2:5][NH:4][CH2:3][C:2]1=[O:7].[N:8]([CH:11]([C:18]1[CH:23]=[CH:22][CH:21]=[CH:20][CH:19]=1)[C:12]1[CH:17]=[CH:16][CH:15]=[CH:14][CH:13]=1)=[C:9]=[O:10]. The catalyst is ClCCl. The product is [CH:11]([NH:8][C:9]([N:4]1[CH2:5][CH2:6][NH:1][C:2](=[O:7])[CH2:3]1)=[O:10])([C:18]1[CH:19]=[CH:20][CH:21]=[CH:22][CH:23]=1)[C:12]1[CH:17]=[CH:16][CH:15]=[CH:14][CH:13]=1. The yield is 0.750. (4) The reactants are [Cl:1][C:2]1[CH:33]=[CH:32][C:31]([Cl:34])=[CH:30][C:3]=1[O:4][C:5]1[CH:10]=[CH:9][C:8]([N+:11]([O-:13])=[O:12])=[CH:7][C:6]=1[S:14]([N:17]1[CH2:22][CH2:21][N:20](C(OC(C)(C)C)=O)[CH2:19][CH2:18]1)(=[O:16])=[O:15].Cl.CCOC(C)=O. The catalyst is C(Cl)Cl.O1CCOCC1. The product is [Cl:1][C:2]1[CH:33]=[CH:32][C:31]([Cl:34])=[CH:30][C:3]=1[O:4][C:5]1[CH:10]=[CH:9][C:8]([N+:11]([O-:13])=[O:12])=[CH:7][C:6]=1[S:14]([N:17]1[CH2:22][CH2:21][NH:20][CH2:19][CH2:18]1)(=[O:16])=[O:15]. The yield is 0.830. (5) The reactants are C[Si](C)(C)[N-][Si](C)(C)C.[Li+].[N:11]1[CH:16]=[CH:15][CH:14]=[CH:13][C:12]=1[CH2:17][C:18]([O:20][CH2:21][C:22]1[CH:27]=[CH:26][CH:25]=[CH:24][CH:23]=1)=[O:19].I[CH:29]([CH3:31])[CH3:30].[Cl-].[NH4+]. The product is [CH3:30][CH:29]([CH3:31])[CH:17]([C:12]1[CH:13]=[CH:14][CH:15]=[CH:16][N:11]=1)[C:18]([O:20][CH2:21][C:22]1[CH:27]=[CH:26][CH:25]=[CH:24][CH:23]=1)=[O:19]. The catalyst is C1COCC1. The yield is 0.670. (6) The catalyst is C1COCC1. The product is [O:1]1[CH:5]=[CH:4][CH:3]=[C:2]1[C:6]1[N:7]=[C:8]([NH:17][C:18]([C:20]2[CH:21]=[CH:22][N:23]=[CH:24][CH:25]=2)=[O:19])[S:9][C:10]=1[C:11](=[O:16])[CH2:26][CH3:27]. The reactants are [O:1]1[CH:5]=[CH:4][CH:3]=[C:2]1[C:6]1[N:7]=[C:8]([NH:17][C:18]([C:20]2[CH:25]=[CH:24][N:23]=[CH:22][CH:21]=2)=[O:19])[S:9][C:10]=1[C:11](=[O:16])N(OC)C.[CH2:26]([Mg]Br)[CH3:27].[Cl-].[NH4+]. The yield is 0.150. (7) The reactants are [N:1]([O-])=O.[Na+].[NH2:5][C:6]1[CH:11]=[CH:10][CH:9]=[CH:8][CH:7]=1.[F:12][B-:13]([F:16])([F:15])[F:14].[H+]. No catalyst specified. The product is [F:12][B-:13]([F:16])([F:15])[F:14].[C:6]1([N+:5]#[N:1])[CH:11]=[CH:10][CH:9]=[CH:8][CH:7]=1. The yield is 0.610. (8) The reactants are [CH3:1][N:2]1[C:7](=[O:8])[C:6]([NH:9][C:10]2[CH:15]=[CH:14][C:13]([N:16]3[CH2:21][CH2:20][N:19]([CH:22]4[CH2:25][O:24][CH2:23]4)[CH2:18][C@@H:17]3[CH3:26])=[CH:12][N:11]=2)=[CH:5][C:4]([C:27]2[CH:32]=[CH:31][N:30]=[C:29]([N:33]3[C:45](=[O:46])[C:44]4[N:36]([C:37]5[C@H:38]6[CH2:47][C@@H:41]([C:42]=5[CH:43]=4)[CH2:40][CH2:39]6)[CH2:35][CH2:34]3)[C:28]=2[CH:48]=[O:49])=[CH:3]1.[BH4-].[Na+]. The catalyst is CO. The product is [OH:49][CH2:48][C:28]1[C:29]([N:33]2[C:45](=[O:46])[C:44]3[N:36]([C:37]4[C@H:38]5[CH2:47][C@@H:41]([C:42]=4[CH:43]=3)[CH2:40][CH2:39]5)[CH2:35][CH2:34]2)=[N:30][CH:31]=[CH:32][C:27]=1[C:4]1[CH:5]=[C:6]([NH:9][C:10]2[CH:15]=[CH:14][C:13]([N:16]3[CH2:21][CH2:20][N:19]([CH:22]4[CH2:23][O:24][CH2:25]4)[CH2:18][C@@H:17]3[CH3:26])=[CH:12][N:11]=2)[C:7](=[O:8])[N:2]([CH3:1])[CH:3]=1. The yield is 0.280. (9) The reactants are [Br:1][C:2]1[CH:7]=[CH:6][C:5]([NH:8][CH:9]2[CH2:14][CH2:13][O:12][CH2:11][CH2:10]2)=[C:4]([CH2:15][CH:16](OC)OC)[CH:3]=1. The catalyst is Cl.CO. The product is [Br:1][C:2]1[CH:3]=[C:4]2[C:5](=[CH:6][CH:7]=1)[N:8]([CH:9]1[CH2:14][CH2:13][O:12][CH2:11][CH2:10]1)[CH:16]=[CH:15]2. The yield is 1.00. (10) The reactants are C([NH:5][S:6]([C:9]1[CH:14]=[CH:13][CH:12]=[C:11]([C:15]2[N:20]=[C:19]([C:21]3[CH:26]=[C:25]([C:27]4[CH:32]=[CH:31][C:30]([C:33]([F:36])([F:35])[F:34])=[C:29]([CH3:37])[CH:28]=4)[CH:24]=[C:23]([CH3:38])[N:22]=3)[CH:18]=[CH:17][CH:16]=2)[CH:10]=1)(=[O:8])=[O:7])(C)(C)C.C(O)(C(F)(F)F)=O. No catalyst specified. The product is [CH3:38][C:23]1[N:22]=[C:21]([C:19]2[CH:18]=[CH:17][CH:16]=[C:15]([C:11]3[CH:10]=[C:9]([S:6]([NH2:5])(=[O:7])=[O:8])[CH:14]=[CH:13][CH:12]=3)[N:20]=2)[CH:26]=[C:25]([C:27]2[CH:32]=[CH:31][C:30]([C:33]([F:36])([F:34])[F:35])=[C:29]([CH3:37])[CH:28]=2)[CH:24]=1. The yield is 0.330.